Dataset: Buchwald-Hartwig C-N cross coupling reaction yields with 55,370 reactions. Task: Predict the reaction yield, written as a fraction of the theoretical maximum amount of product (1.0 means a 100% yield; for example, 0.34 means a 34% yield). (1) The reactants are Ic1ccccn1.Cc1ccc(N)cc1.O=S(=O)(O[Pd]1c2ccccc2-c2ccccc2N~1)C(F)(F)F.CC(C)c1cc(C(C)C)c(-c2ccccc2P(C2CCCCC2)C2CCCCC2)c(C(C)C)c1.CN(C)C(=NC(C)(C)C)N(C)C.COC(=O)c1cc(-c2ccco2)on1. No catalyst specified. The product is Cc1ccc(Nc2ccccn2)cc1. The yield is 0.389. (2) The reactants are COc1ccc(I)cc1.Cc1ccc(N)cc1.O=S(=O)(O[Pd]1c2ccccc2-c2ccccc2N~1)C(F)(F)F.CC(C)c1cc(C(C)C)c(-c2ccccc2P(C(C)(C)C)C(C)(C)C)c(C(C)C)c1.CCN=P(N=P(N(C)C)(N(C)C)N(C)C)(N(C)C)N(C)C.COC(=O)c1cc(-c2cccs2)on1. No catalyst specified. The product is COc1ccc(Nc2ccc(C)cc2)cc1. The yield is 0.414.